From a dataset of Full USPTO retrosynthesis dataset with 1.9M reactions from patents (1976-2016). Predict the reactants needed to synthesize the given product. (1) Given the product [C:31]([C:30]1[CH:33]=[CH:34][C:35]([O:25][C:19]2[CH:20]=[CH:21][C:22]([F:24])=[C:23]3[C:18]=2[CH2:17][CH2:16][C@H:15]3[O:14][C:12]2[CH:11]=[CH:10][C:9]3[C@H:5]([CH2:4][C:3]([OH:26])=[O:2])[CH2:6][O:7][C:8]=3[CH:13]=2)=[C:28]([F:27])[CH:29]=1)#[N:32], predict the reactants needed to synthesize it. The reactants are: C[O:2][C:3](=[O:26])[CH2:4][C@H:5]1[C:9]2[CH:10]=[CH:11][C:12]([O:14][C@H:15]3[C:23]4[C:18](=[C:19]([OH:25])[CH:20]=[CH:21][C:22]=4[F:24])[CH2:17][CH2:16]3)=[CH:13][C:8]=2[O:7][CH2:6]1.[F:27][C:28]1[CH:29]=[C:30]([CH:33]=[CH:34][C:35]=1F)[C:31]#[N:32]. (2) Given the product [CH:1]1([C:4]2[N:13]=[C:12]([N:14]3[CH2:42][CH2:43][CH:38]([NH:37][C:32]4[CH:33]=[CH:34][CH:35]=[CH:36][C:31]=4[O:30][CH3:29])[CH2:39][CH2:40]3)[C:11]3[C:6](=[CH:7][C:8]([O:26][CH3:27])=[C:9]([O:24][CH3:25])[CH:10]=3)[N:5]=2)[CH2:3][CH2:2]1, predict the reactants needed to synthesize it. The reactants are: [CH:1]1([C:4]2[N:13]=[C:12]([NH:14]CCNC3C=CC=CC=3)[C:11]3[C:6](=[CH:7][C:8]([O:26][CH3:27])=[C:9]([O:24][CH3:25])[CH:10]=3)[N:5]=2)[CH2:3][CH2:2]1.Cl.[CH3:29][O:30][C:31]1[CH:36]=[CH:35][CH:34]=[CH:33][C:32]=1[NH:37][CH:38]1[CH2:43][CH2:42]N[CH2:40][CH2:39]1.C1(NCCN)C=CC=CC=1.